Dataset: Forward reaction prediction with 1.9M reactions from USPTO patents (1976-2016). Task: Predict the product of the given reaction. (1) Given the reactants [C:1]1([C:7]2[N:8]=[C:9]3[C:15]4[CH:16]=[CH:17][CH:18]=[CH:19][C:14]=4[NH:13][C:12]4[N:20]=[CH:21][CH:22]=[CH:23][C:11]=4[N:10]3[C:24]=2[C:25]2[CH:30]=[CH:29][C:28]([C:31]3([NH:35]C(=O)OC(C)(C)C)[CH2:34][CH2:33][CH2:32]3)=[CH:27][CH:26]=2)[CH:6]=[CH:5][CH:4]=[CH:3][CH:2]=1.[ClH:43], predict the reaction product. The product is: [ClH:43].[C:1]1([C:7]2[N:8]=[C:9]3[C:15]4[CH:16]=[CH:17][CH:18]=[CH:19][C:14]=4[NH:13][C:12]4[N:20]=[CH:21][CH:22]=[CH:23][C:11]=4[N:10]3[C:24]=2[C:25]2[CH:26]=[CH:27][C:28]([C:31]3([NH2:35])[CH2:34][CH2:33][CH2:32]3)=[CH:29][CH:30]=2)[CH:2]=[CH:3][CH:4]=[CH:5][CH:6]=1. (2) Given the reactants [CH2:1]([O:8][C:9]1[CH:18]=[C:17]2[C:12]([C:13]([Cl:20])=[C:14](Br)[CH:15]=[N:16]2)=[CH:11][C:10]=1[O:21][CH3:22])[C:2]1[CH:7]=[CH:6][CH:5]=[CH:4][CH:3]=1.P([O-])([O-])([O-])=O.[K+].[K+].[K+].[CH:31]1(B(O)O)[CH2:33][CH2:32]1.P.C1CCCCC1.C1CCCCC1.C1CCCCC1, predict the reaction product. The product is: [CH2:1]([O:8][C:9]1[CH:18]=[C:17]2[C:12]([C:13]([Cl:20])=[C:14]([CH:31]3[CH2:33][CH2:32]3)[CH:15]=[N:16]2)=[CH:11][C:10]=1[O:21][CH3:22])[C:2]1[CH:7]=[CH:6][CH:5]=[CH:4][CH:3]=1.